This data is from Full USPTO retrosynthesis dataset with 1.9M reactions from patents (1976-2016). The task is: Predict the reactants needed to synthesize the given product. (1) Given the product [ClH:54].[ClH:54].[CH3:39][C@@H:35]1[CH2:34][N:33]([C:29]2[CH:28]=[CH:27][CH:26]=[C:25]3[C:30]=2[CH:31]=[CH:32][C:23]([CH3:22])=[N:24]3)[CH2:38][CH2:37][N:36]1[CH2:2][CH2:3][C:4]1[CH:13]=[CH:12][CH:11]=[C:10]2[C:5]=1[CH:6]=[CH:7][C:8]1[N:9]2[CH:14]=[N:15][C:16]=1[C:17]([O:19][CH2:20][CH3:21])=[O:18], predict the reactants needed to synthesize it. The reactants are: O=[CH:2][CH2:3][C:4]1[CH:13]=[CH:12][CH:11]=[C:10]2[C:5]=1[CH:6]=[CH:7][C:8]1[N:9]2[CH:14]=[N:15][C:16]=1[C:17]([O:19][CH2:20][CH3:21])=[O:18].[CH3:22][C:23]1[CH:32]=[CH:31][C:30]2[C:25](=[CH:26][CH:27]=[CH:28][C:29]=2[N:33]2[CH2:38][CH2:37][NH:36][C@H:35]([CH3:39])[CH2:34]2)[N:24]=1.C(O[BH-](OC(=O)C)OC(=O)C)(=O)C.[Na+].[Cl:54]CCCl. (2) Given the product [CH:24]([C:2]1[CH:15]=[CH:14][C:5]([C:6]([NH:8][CH2:9][C:10]([F:13])([F:12])[F:11])=[O:7])=[C:4]([CH3:16])[CH:3]=1)=[O:25], predict the reactants needed to synthesize it. The reactants are: Br[C:2]1[CH:15]=[CH:14][C:5]([C:6]([NH:8][CH2:9][C:10]([F:13])([F:12])[F:11])=[O:7])=[C:4]([CH3:16])[CH:3]=1.C([Li])CCC.CN(C)[CH:24]=[O:25].Cl. (3) Given the product [N:12]1([NH:18][C:2]2[CH:3]=[CH:4][C:5]([N+:9]([O-:11])=[O:10])=[C:6]([NH2:7])[CH:8]=2)[CH2:17][CH2:16][O:15][CH2:14][CH2:13]1, predict the reactants needed to synthesize it. The reactants are: Cl[C:2]1[CH:3]=[CH:4][C:5]([N+:9]([O-:11])=[O:10])=[C:6]([CH:8]=1)[NH2:7].[N:12]1([NH2:18])[CH2:17][CH2:16][O:15][CH2:14][CH2:13]1.C(=O)([O-])[O-].[K+].[K+].O. (4) Given the product [CH3:20][N:21]1[CH2:22][CH2:23][N:24]([C:27]2[CH:32]=[CH:31][C:30]([NH:33][C:34]([N:7]3[CH2:6][CH2:5][C:4]4[C:9](=[C:10]([N:13]5[CH2:14][CH2:15][N:16]([CH3:19])[CH2:17][CH2:18]5)[CH:11]=[CH:12][C:3]=4[O:2][CH3:1])[CH2:8]3)=[O:35])=[CH:29][CH:28]=2)[CH2:25][CH2:26]1, predict the reactants needed to synthesize it. The reactants are: [CH3:1][O:2][C:3]1[CH:12]=[CH:11][C:10]([N:13]2[CH2:18][CH2:17][N:16]([CH3:19])[CH2:15][CH2:14]2)=[C:9]2[C:4]=1[CH2:5][CH2:6][NH:7][CH2:8]2.[CH3:20][N:21]1[CH2:26][CH2:25][N:24]([C:27]2[CH:32]=[CH:31][C:30]([NH2:33])=[CH:29][CH:28]=2)[CH2:23][CH2:22]1.[C:34](N1C=CN=C1)(N1C=CN=C1)=[O:35]. (5) Given the product [NH2:5][C:4]1[C:3]2[C:2]([OH:1])=[N:9][CH:8]=[CH:7][C:6]=2[NH:14][N:13]=1, predict the reactants needed to synthesize it. The reactants are: [OH:1][C:2]1[N:9]=[CH:8][CH:7]=[C:6](OC)[C:3]=1[C:4]#[N:5].O.[NH2:13][NH2:14]. (6) Given the product [NH2:30][C:21]1[CH:20]=[C:19]2[C:24]([C:25](=[O:27])[NH:26][C:17]([C:12]3[C:11]([NH:10][CH:7]4[CH2:6][CH2:5][N:4]([CH:1]([CH3:3])[CH3:2])[CH2:9][CH2:8]4)=[CH:16][CH:15]=[CH:14][N:13]=3)=[N:18]2)=[C:23]([O:28][CH3:29])[CH:22]=1, predict the reactants needed to synthesize it. The reactants are: [CH:1]([N:4]1[CH2:9][CH2:8][CH:7]([NH:10][C:11]2[C:12]([C:17]3[NH:26][C:25](=[O:27])[C:24]4[C:19](=[CH:20][C:21]([NH:30]CC5C=CC(OC)=CC=5)=[CH:22][C:23]=4[O:28][CH3:29])[N:18]=3)=[N:13][CH:14]=[CH:15][CH:16]=2)[CH2:6][CH2:5]1)([CH3:3])[CH3:2].FC(F)(F)C(O)=O. (7) Given the product [NH2:49][S:46]([C:41]1[C:40]([OH:50])=[C:39]([NH:38][C:56]([NH:53][C:10]2[S:11][C:12]3=[N:13][CH:14]=[CH:15][CH:16]=[C:17]3[C:9]=2[O:8][CH2:1][C:2]2[CH:3]=[CH:4][CH:5]=[CH:6][CH:7]=2)=[O:28])[CH:44]=[CH:43][C:42]=1[Cl:45])(=[O:48])=[O:47], predict the reactants needed to synthesize it. The reactants are: [CH2:1]([O:8][C:9]1[C:17]2[C:12](=[N:13][CH:14]=[CH:15][CH:16]=2)[S:11][C:10]=1C(O)=O)[C:2]1[CH:7]=[CH:6][CH:5]=[CH:4][CH:3]=1.C1(P(N=[N+]=[N-])(C2C=CC=CC=2)=[O:28])C=CC=CC=1.[NH2:38][C:39]1[C:40]([OH:50])=[C:41]([S:46]([NH2:49])(=[O:48])=[O:47])[C:42]([Cl:45])=[CH:43][CH:44]=1.C([N:53]([CH2:56]C)CC)C. (8) Given the product [Cl:8][C:4]1[N:3]=[C:2]([N:10]([CH3:11])[CH3:9])[CH:7]=[N:6][CH:5]=1, predict the reactants needed to synthesize it. The reactants are: Cl[C:2]1[CH:7]=[N:6][CH:5]=[C:4]([Cl:8])[N:3]=1.[CH3:9][NH:10][CH3:11].C([O-])([O-])=O.[K+].[K+]. (9) Given the product [NH2:8][C:9]1[CH:10]=[CH:11][C:12]([C:15]2[CH:20]=[CH:19][C:18]([CH:21]([CH3:30])[CH2:22][NH:23][S:24]([CH:27]([CH3:29])[CH3:28])(=[O:26])=[O:25])=[CH:17][CH:16]=2)=[CH:13][CH:14]=1, predict the reactants needed to synthesize it. The reactants are: C(OC([NH:8][C:9]1[CH:14]=[CH:13][C:12]([C:15]2[CH:20]=[CH:19][C:18]([CH:21]([CH3:30])[CH2:22][NH:23][S:24]([CH:27]([CH3:29])[CH3:28])(=[O:26])=[O:25])=[CH:17][CH:16]=2)=[CH:11][CH:10]=1)=O)(C)(C)C. (10) Given the product [CH2:19]([N:18]1[C:14]([CH:11]2[CH2:12][CH2:13][NH:8][CH2:9][CH2:10]2)=[C:15]([CH3:23])[C:16]([O:21][CH3:22])=[N:17]1)[CH3:20], predict the reactants needed to synthesize it. The reactants are: C(OC([N:8]1[CH2:13][CH2:12][CH:11]([C:14]2[N:18]([CH2:19][CH3:20])[N:17]=[C:16]([O:21][CH3:22])[C:15]=2[CH3:23])[CH2:10][CH2:9]1)=O)(C)(C)C.N1CCCCC1.